Dataset: Forward reaction prediction with 1.9M reactions from USPTO patents (1976-2016). Task: Predict the product of the given reaction. (1) Given the reactants C=O.N[C:4]1[CH:5]=[C:6]([CH:16]=[CH:17][CH:18]=1)[CH2:7][NH:8][C:9](=[O:15])[O:10][C:11]([CH3:14])([CH3:13])[CH3:12].[BH3-][C:20]#[N:21].[Na+].[CH3:23]C(O)=O, predict the reaction product. The product is: [CH3:23][N:21]([CH3:20])[C:4]1[CH:5]=[C:6]([CH:16]=[CH:17][CH:18]=1)[CH2:7][NH:8][C:9](=[O:15])[O:10][C:11]([CH3:14])([CH3:13])[CH3:12]. (2) The product is: [CH3:1][O:2][C:3]([C:5]1[CH:10]=[C:9]([N:13]2[CH2:18][CH2:17][CH2:16][CH2:15][CH2:14]2)[N:8]=[C:7]([Cl:12])[N:6]=1)=[O:4]. Given the reactants [CH3:1][O:2][C:3]([C:5]1[CH:10]=[C:9](Cl)[N:8]=[C:7]([Cl:12])[N:6]=1)=[O:4].[NH:13]1[CH2:18][CH2:17][CH2:16][CH2:15][CH2:14]1, predict the reaction product. (3) Given the reactants [Cl:1][CH2:2][CH2:3][NH:4][CH2:5][CH2:6][Cl:7].[S:8](Cl)(Cl)(=[O:10])=[O:9], predict the reaction product. The product is: [Cl:1][CH2:2][CH2:3][N:4]([CH2:5][CH2:6][Cl:7])[SH:8](=[O:10])=[O:9]. (4) Given the reactants O1CC[O:3][CH:2]1[C:6]1[CH:15]=[CH:14][C:9]([C:10]([O:12]C)=O)=[CH:8][CH:7]=1.[CH2:16]([NH:18][CH2:19][CH2:20][OH:21])[CH3:17], predict the reaction product. The product is: [CH2:16]([N:18]([CH2:19][CH2:20][OH:21])[C:2](=[O:3])[C:6]1[CH:7]=[CH:8][C:9]([CH:10]=[O:12])=[CH:14][CH:15]=1)[CH3:17].